This data is from Catalyst prediction with 721,799 reactions and 888 catalyst types from USPTO. The task is: Predict which catalyst facilitates the given reaction. (1) Reactant: Cl[C:2]1[CH:3]=[CH:4][C:5]([N+:15]([O-:17])=[O:16])=[C:6]([N:8]2[CH2:13][CH2:12][CH2:11][CH:10]([F:14])[CH2:9]2)[CH:7]=1.[CH3:18][N:19]1[CH2:24][CH2:23][NH:22][CH2:21][CH2:20]1. Product: [F:14][CH:10]1[CH2:11][CH2:12][CH2:13][N:8]([C:6]2[CH:7]=[C:2]([N:22]3[CH2:23][CH2:24][N:19]([CH3:18])[CH2:20][CH2:21]3)[CH:3]=[CH:4][C:5]=2[N+:15]([O-:17])=[O:16])[CH2:9]1. The catalyst class is: 2. (2) Reactant: [CH2:1]([C:3]1[S:44][C:6]2[N:7]([CH2:24][C:25]3[CH:30]=[CH:29][C:28]([C:31]4[CH:36]=[CH:35][CH:34]=[CH:33][C:32]=4[C:37]4[NH:41][C:40](=[O:42])[O:39][N:38]=4)=[CH:27][C:26]=3[F:43])[C:8](=[O:23])[N:9]([CH2:12][C:13]([C:15]3[CH:20]=[CH:19][C:18]([O:21][CH3:22])=[CH:17][CH:16]=3)=[O:14])[C:10](=[O:11])[C:5]=2[CH:4]=1)[CH3:2].[BH4-].[Na+]. Product: [CH2:1]([C:3]1[S:44][C:6]2[N:7]([CH2:24][C:25]3[CH:30]=[CH:29][C:28]([C:31]4[CH:36]=[CH:35][CH:34]=[CH:33][C:32]=4[C:37]4[NH:41][C:40](=[O:42])[O:39][N:38]=4)=[CH:27][C:26]=3[F:43])[C:8](=[O:23])[N:9]([CH2:12][CH:13]([OH:14])[C:15]3[CH:20]=[CH:19][C:18]([O:21][CH3:22])=[CH:17][CH:16]=3)[C:10](=[O:11])[C:5]=2[CH:4]=1)[CH3:2]. The catalyst class is: 5. (3) Reactant: C(OC([CH:8]1[NH:13][CH2:12][CH2:11][N:10](C(O)=O)[C:9]1(C(OC(C)(C)C)=O)[C:17]1[N:18]=[N:19][N:20]([CH3:22])[N:21]=1)=O)(C)(C)C.[F:30][C:31]([F:36])([F:35])[C:32]([OH:34])=[O:33]. Product: [F:30][C:31]([F:36])([F:35])[C:32]([OH:34])=[O:33].[F:30][C:31]([F:36])([F:35])[C:32]([OH:34])=[O:33].[CH3:22][N:20]1[N:19]=[N:18][C:17]([CH:9]2[CH2:8][NH:13][CH2:12][CH2:11][NH:10]2)=[N:21]1. The catalyst class is: 4. (4) Reactant: C([N:8]1[CH:13]2[CH2:14][CH2:15][CH:9]1[CH2:10][C:11]([C:19]1[CH:24]=[CH:23][CH:22]=[CH:21][CH:20]=1)([C:16]([OH:18])=[O:17])[CH2:12]2)C1C=CC=CC=1.C([O-])=O.[NH4+]. Product: [C:19]1([C:11]2([C:16]([OH:18])=[O:17])[CH2:10][CH:9]3[NH:8][CH:13]([CH2:14][CH2:15]3)[CH2:12]2)[CH:20]=[CH:21][CH:22]=[CH:23][CH:24]=1. The catalyst class is: 19. (5) Reactant: [Cl:1][C:2]1[CH:3]=[C:4]([C:7]2[N:11]([CH2:12][C:13]([F:16])([F:15])[F:14])[N:10]=[CH:9][N:8]=2)[S:5][CH:6]=1.[Br:17]Br. Product: [Br:17][C:6]1[S:5][C:4]([C:7]2[N:11]([CH2:12][C:13]([F:14])([F:16])[F:15])[N:10]=[CH:9][N:8]=2)=[CH:3][C:2]=1[Cl:1]. The catalyst class is: 52. (6) Reactant: [CH3:1][C:2]1[N:6]=[C:5]([CH3:7])[S:4][C:3]=1/[CH:8]=[CH:9]/[C:10](N(C)C)=O.[CH3:15][O:16][C:17]1[CH:22]=[CH:21][C:20]([CH2:23][C:24]([NH:26][C:27]([NH2:29])=[NH:28])=[O:25])=[CH:19][CH:18]=1. Product: [CH3:7][C:5]1[S:4][C:3]([C:8]2[CH:9]=[CH:10][N:29]=[C:27]([NH:26][C:24](=[O:25])[CH2:23][C:20]3[CH:21]=[CH:22][C:17]([O:16][CH3:15])=[CH:18][CH:19]=3)[N:28]=2)=[C:2]([CH3:1])[N:6]=1. The catalyst class is: 23.